From a dataset of NCI-60 drug combinations with 297,098 pairs across 59 cell lines. Regression. Given two drug SMILES strings and cell line genomic features, predict the synergy score measuring deviation from expected non-interaction effect. (1) Drug 1: C1=C(C(=O)NC(=O)N1)F. Drug 2: C1CN(P(=O)(OC1)NCCCl)CCCl. Cell line: OVCAR3. Synergy scores: CSS=58.3, Synergy_ZIP=-2.14, Synergy_Bliss=-5.99, Synergy_Loewe=-24.4, Synergy_HSA=-6.62. (2) Drug 1: CC1=C2C(C(=O)C3(C(CC4C(C3C(C(C2(C)C)(CC1OC(=O)C(C(C5=CC=CC=C5)NC(=O)C6=CC=CC=C6)O)O)OC(=O)C7=CC=CC=C7)(CO4)OC(=O)C)O)C)OC(=O)C. Drug 2: CC1=C2C(C(=O)C3(C(CC4C(C3C(C(C2(C)C)(CC1OC(=O)C(C(C5=CC=CC=C5)NC(=O)OC(C)(C)C)O)O)OC(=O)C6=CC=CC=C6)(CO4)OC(=O)C)O)C)O. Cell line: SF-268. Synergy scores: CSS=10.1, Synergy_ZIP=-4.54, Synergy_Bliss=-4.04, Synergy_Loewe=-0.838, Synergy_HSA=-0.762.